From a dataset of Forward reaction prediction with 1.9M reactions from USPTO patents (1976-2016). Predict the product of the given reaction. (1) Given the reactants [N-:1]=[N+:2]=[N-:3].[Na+].Cl.[CH2:6]([N:8](CC)CC)C.FC(F)(F)C(O)=O.CS([C:24]1[CH:25]=[C:26]([C:30]2[CH:35]=[CH:34][CH:33]=[C:32]([C:36]3[C:40]([C:41]4[N:42]=[C:43]([CH:46]5[CH2:51][CH2:50][N:49]([C:52](=[O:59])[CH2:53][C:54]6[S:55][CH:56]=[CH:57][CH:58]=6)[CH2:48][CH2:47]5)[S:44][CH:45]=4)=[C:39]([CH3:60])[O:38][N:37]=3)[CH:31]=2)[CH:27]=[CH:28][CH:29]=1)(=O)=O, predict the reaction product. The product is: [CH3:60][C:39]1[O:38][N:37]=[C:36]([C:32]2[CH:31]=[C:30]([C:26]3[CH:27]=[CH:28][C:29]([C:6]4[NH:8][N:3]=[N:2][N:1]=4)=[CH:24][CH:25]=3)[CH:35]=[CH:34][CH:33]=2)[C:40]=1[C:41]1[N:42]=[C:43]([CH:46]2[CH2:51][CH2:50][N:49]([C:52](=[O:59])[CH2:53][C:54]3[S:55][CH:56]=[CH:57][CH:58]=3)[CH2:48][CH2:47]2)[S:44][CH:45]=1. (2) Given the reactants [F:1][C:2]1[CH:10]=[CH:9][C:8]([CH2:11][C:12]2[C:21]3[C:16](=[CH:17][CH:18]=[CH:19][CH:20]=3)[C:15](=[O:22])[NH:14][N:13]=2)=[CH:7][C:3]=1[C:4]([OH:6])=O.Cl.[CH3:24][O:25][CH2:26][CH2:27][O:28][CH:29]1[CH2:34][CH2:33][NH:32][CH2:31][CH2:30]1.C(N(CC)CC)C.F[P-](F)(F)(F)(F)F.N1(OC(N(C)C)=[N+](C)C)C2C=CC=CC=2N=N1, predict the reaction product. The product is: [F:1][C:2]1[CH:10]=[CH:9][C:8]([CH2:11][C:12]2[C:21]3[C:16](=[CH:17][CH:18]=[CH:19][CH:20]=3)[C:15](=[O:22])[NH:14][N:13]=2)=[CH:7][C:3]=1[C:4]([N:32]1[CH2:33][CH2:34][CH:29]([O:28][CH2:27][CH2:26][O:25][CH3:24])[CH2:30][CH2:31]1)=[O:6].